Dataset: Forward reaction prediction with 1.9M reactions from USPTO patents (1976-2016). Task: Predict the product of the given reaction. (1) The product is: [Cl:41][C:42]1[CH:43]=[C:44]2[C:49](=[CH:50][CH:51]=1)[CH:48]=[C:47]([S:52]([NH:2][C@H:3]1[CH2:7][CH2:6][N:5]([C:8]3[CH:9]=[C:10]4[C:14](=[CH:15][CH:16]=3)[CH:13]([N:17]([CH3:24])[C:18](=[O:23])[C:19]([F:21])([F:22])[F:20])[CH2:12][CH2:11]4)[C:4]1=[O:25])(=[O:54])=[O:53])[CH:46]=[CH:45]2. Given the reactants Cl.[NH2:2][C@H:3]1[CH2:7][CH2:6][N:5]([C:8]2[CH:9]=[C:10]3[C:14](=[CH:15][CH:16]=2)[CH:13]([N:17]([CH3:24])[C:18](=[O:23])[C:19]([F:22])([F:21])[F:20])[CH2:12][CH2:11]3)[C:4]1=[O:25].C(N(CC)C(C)C)(C)C.N1C=CC=CC=1.[Cl:41][C:42]1[CH:43]=[C:44]2[C:49](=[CH:50][CH:51]=1)[CH:48]=[C:47]([S:52](Cl)(=[O:54])=[O:53])[CH:46]=[CH:45]2, predict the reaction product. (2) Given the reactants C(NC(CC1C=C2C(=CC=1)NC(C1C(Cl)=CC=CC=1Cl)CC2SC1C=CC=CC=1)C(OC)=O)(=[O:8])C1C=CC=CC=1.[Cl:41][C:42]1[CH:80]=[CH:79][CH:78]=[C:77]([Cl:81])[C:43]=1[CH2:44][NH:45][CH:46]([CH2:51][C:52]1[CH:53]=[C:54]2[C:59](=[CH:60][CH:61]=1)[NH:58][CH:57]([C:62]1[C:67]([Cl:68])=[CH:66][CH:65]=[CH:64][C:63]=1[Cl:69])[CH2:56][CH:55]2[S:70][C:71]1[CH:76]=[CH:75][CH:74]=[CH:73][CH:72]=1)[C:47]([O:49][CH3:50])=[O:48].ClC1C=CC=C(Cl)C=1C(NC(CC1C=C2C(=CC=1)NC(C1C(OC)=CC=CC=1OC)CC2SC1C=CC=CC=1)C(OC)=O)=O.ClC1C=CC=C(Cl)C=1C(NC(CC1C=C2C(=CC=1)NC(C1SC=CN=1)CC2SC1C=CC=CC=1)C(OC)=O)=O.ClC1C=CC=C(Cl)C=1C(NC(CC1C=C2C(=CC=1)NC(C1C(Cl)=CN=CC=1Cl)CC2SC1C=CC=CC=1)C(OC)=O)=O.ClC1C=CC=C(Cl)C=1C(NC(CC1C=C2C(=CC=1)NC(C1C=CN=CC=1)CC2SC1C=CC=CC=1)C(OC)=O)=O, predict the reaction product. The product is: [Cl:81][C:77]1[CH:78]=[CH:79][CH:80]=[C:42]([Cl:41])[C:43]=1[C:44]([NH:45][CH:46]([CH2:51][C:52]1[CH:53]=[C:54]2[C:59](=[CH:60][CH:61]=1)[NH:58][CH:57]([C:62]1[C:63]([Cl:69])=[CH:64][CH:65]=[CH:66][C:67]=1[Cl:68])[CH2:56][CH:55]2[S:70][C:71]1[CH:76]=[CH:75][CH:74]=[CH:73][CH:72]=1)[C:47]([O:49][CH3:50])=[O:48])=[O:8]. (3) Given the reactants Cl.[NH2:2][CH2:3][C:4]1[CH:5]=[C:6]2[C:10](=[CH:11][CH:12]=1)[C:9](=[O:13])[N:8]([CH:14]1[CH2:19][CH2:18][C:17](=[O:20])[NH:16][C:15]1=[O:21])[CH2:7]2.[F:22][C:23]([F:37])([C:27]1[CH:32]=[CH:31][CH:30]=[C:29]([O:33][CH2:34][CH2:35][OH:36])[CH:28]=1)[C:24](O)=[O:25].C(N(CC)C(C)C)(C)C.F[P-](F)(F)(F)(F)F.CN(C(N(C)C)=[N+]1C2C(=NC=CC=2)[N+]([O-])=N1)C, predict the reaction product. The product is: [O:21]=[C:15]1[CH:14]([N:8]2[CH2:7][C:6]3[C:10](=[CH:11][CH:12]=[C:4]([CH2:3][NH:2][C:24](=[O:25])[C:23]([F:37])([F:22])[C:27]4[CH:32]=[CH:31][CH:30]=[C:29]([O:33][CH2:34][CH2:35][OH:36])[CH:28]=4)[CH:5]=3)[C:9]2=[O:13])[CH2:19][CH2:18][C:17](=[O:20])[NH:16]1. (4) Given the reactants [CH2:1]([O:3][C:4]1[CH:5]=[C:6]([C:14]2[CH:19]=[C:18]([C:20]([F:23])([F:22])[F:21])[N:17]3[N:24]=[CH:25][C:26]([C:27]#[CH:28])=[C:16]3[N:15]=2)[CH:7]=[CH:8][C:9]=1[C:10]([F:13])([F:12])[F:11])[CH3:2].[OH:29][CH2:30][C:31]([NH:34][S:35]([C:38]1[S:42][C:41](Cl)=[N:40][CH:39]=1)(=[O:37])=[O:36])([CH3:33])[CH3:32], predict the reaction product. The product is: [OH:29][CH2:30][C:31]([NH:34][S:35]([C:38]1[S:42][C:41]([C:28]#[C:27][C:26]2[CH:25]=[N:24][N:17]3[C:18]([C:20]([F:21])([F:22])[F:23])=[CH:19][C:14]([C:6]4[CH:7]=[CH:8][C:9]([C:10]([F:13])([F:11])[F:12])=[C:4]([O:3][CH2:1][CH3:2])[CH:5]=4)=[N:15][C:16]=23)=[N:40][CH:39]=1)(=[O:37])=[O:36])([CH3:33])[CH3:32]. (5) Given the reactants [Br:1][C:2]1[CH:24]=[CH:23][C:22]([F:25])=[CH:21][C:3]=1[O:4][CH:5]1[CH2:10][CH2:9][N:8]([C:11]2[N:19]=[C:18]3[C:14]([N:15]=[C:16]([SH:20])[NH:17]3)=[CH:13][N:12]=2)[CH2:7][CH2:6]1.Br[CH2:27][C:28]([O:30][CH2:31][CH3:32])=[O:29].C(N(CC)CC)C, predict the reaction product. The product is: [CH2:31]([O:30][C:28](=[O:29])[CH2:27][S:20][C:16]1[NH:17][C:18]2[C:14]([N:15]=1)=[CH:13][N:12]=[C:11]([N:8]1[CH2:9][CH2:10][CH:5]([O:4][C:3]3[CH:21]=[C:22]([F:25])[CH:23]=[CH:24][C:2]=3[Br:1])[CH2:6][CH2:7]1)[N:19]=2)[CH3:32].